From a dataset of Peptide-MHC class II binding affinity with 134,281 pairs from IEDB. Regression. Given a peptide amino acid sequence and an MHC pseudo amino acid sequence, predict their binding affinity value. This is MHC class II binding data. (1) The peptide sequence is FRKYTAFTIPSINNE. The MHC is DRB1_0401 with pseudo-sequence DRB1_0401. The binding affinity (normalized) is 0.475. (2) The peptide sequence is PQQPFPSQQQQPLI. The MHC is DRB4_0101 with pseudo-sequence DRB4_0103. The binding affinity (normalized) is 0.268. (3) The peptide sequence is VGSLQYLALTALITPKK. The MHC is HLA-DPA10201-DPB10101 with pseudo-sequence HLA-DPA10201-DPB10101. The binding affinity (normalized) is 0.562. (4) The peptide sequence is IDQHVKLACSLPHGRL. The MHC is DRB5_0101 with pseudo-sequence DRB5_0101. The binding affinity (normalized) is 0.709. (5) The peptide sequence is RDGSGGFMYIREVLN. The MHC is DRB1_0101 with pseudo-sequence DRB1_0101. The binding affinity (normalized) is 0.801. (6) The peptide sequence is ITAMSEVQKVSQPAT. The MHC is HLA-DQA10102-DQB10502 with pseudo-sequence HLA-DQA10102-DQB10502. The binding affinity (normalized) is 0.0529.